From a dataset of Full USPTO retrosynthesis dataset with 1.9M reactions from patents (1976-2016). Predict the reactants needed to synthesize the given product. (1) Given the product [CH:1]1([CH2:6][CH2:7][C:8]2[CH:17]=[CH:16][C:15]3[C:10](=[CH:11][CH:12]=[C:13]([C:18]4[CH:19]=[C:20]([F:26])[C:21]([F:25])=[C:22]([F:24])[CH:23]=4)[CH:14]=3)[CH:9]=2)[CH2:5][CH2:4][CH2:3][CH2:2]1, predict the reactants needed to synthesize it. The reactants are: [CH:1]1([C:6]#[C:7][C:8]2[CH:17]=[CH:16][C:15]3[C:10](=[CH:11][CH:12]=[C:13]([C:18]4[CH:23]=[C:22]([F:24])[C:21]([F:25])=[C:20]([F:26])[CH:19]=4)[CH:14]=3)[CH:9]=2)[CH2:5][CH2:4][CH2:3][CH2:2]1. (2) Given the product [O:33]1[C:2]2([CH2:7][CH2:6][O:5][CH2:4][CH:3]2[N:8]2[C:9](=[O:18])[C:10]3[C:15](=[CH:14][CH:13]=[CH:12][CH:11]=3)[C:16]2=[O:17])[O:1][CH2:31][CH2:32]1, predict the reactants needed to synthesize it. The reactants are: [O:1]=[C:2]1[CH2:7][CH2:6][O:5][CH2:4][CH:3]1[N:8]1[C:16](=[O:17])[C:15]2[C:10](=[CH:11][CH:12]=[CH:13][CH:14]=2)[C:9]1=[O:18].O.C1(C)C=CC(S(O)(=O)=O)=CC=1.[CH2:31](O)[CH2:32][OH:33]. (3) Given the product [CH2:38]([C:30]1[O:31][C:32]2[CH:37]=[CH:36][CH:35]=[CH:34][C:33]=2[C:29]=1[C:27]([NH:26][CH2:25][C:20]1[CH:21]=[C:22]2[C:17](=[CH:18][CH:19]=1)[C:16]([C:42]1[CH:47]=[CH:46][C:45]([Cl:48])=[CH:44][CH:43]=1)=[C:15]([O:14][CH:6]([CH2:7][C:8]1[CH:9]=[CH:10][CH:11]=[CH:12][CH:13]=1)[C:5]([OH:49])=[O:4])[CH:24]=[CH:23]2)=[O:28])[CH2:39][CH2:40][CH3:41], predict the reactants needed to synthesize it. The reactants are: [OH-].[Na+].C[O:4][C:5](=[O:49])[CH:6]([O:14][C:15]1[CH:24]=[CH:23][C:22]2[C:17](=[CH:18][CH:19]=[C:20]([CH2:25][NH:26][C:27]([C:29]3[C:33]4[CH:34]=[CH:35][CH:36]=[CH:37][C:32]=4[O:31][C:30]=3[CH2:38][CH2:39][CH2:40][CH3:41])=[O:28])[CH:21]=2)[C:16]=1[C:42]1[CH:47]=[CH:46][C:45]([Cl:48])=[CH:44][CH:43]=1)[CH2:7][C:8]1[CH:13]=[CH:12][CH:11]=[CH:10][CH:9]=1.O.Cl. (4) Given the product [CH3:20][O:19][C:17]([CH2:16][CH2:15][C:10]1[CH:11]=[CH:12][CH:13]=[CH:14][C:9]=1[N:5]1[CH2:6][CH2:7][CH2:8][CH:3]([CH2:2][N:25]2[C:24](=[O:26])[C:23]3=[CH:27][CH:28]=[CH:29][CH:30]=[C:22]3[C:21]2=[O:31])[CH2:4]1)=[O:18], predict the reactants needed to synthesize it. The reactants are: O[CH2:2][CH:3]1[CH2:8][CH2:7][CH2:6][N:5]([C:9]2[CH:14]=[CH:13][CH:12]=[CH:11][C:10]=2[CH2:15][CH2:16][C:17]([O:19][CH3:20])=[O:18])[CH2:4]1.[C:21]1(=[O:31])[NH:25][C:24](=[O:26])[C:23]2=[CH:27][CH:28]=[CH:29][CH:30]=[C:22]12. (5) Given the product [ClH:39].[F:1][C:2]1[CH:7]=[CH:6][C:5]([C:8]2([CH:12]3[C:21]4[C:16](=[CH:17][CH:18]=[C:19]([O:22][CH2:23][CH2:24][NH:25][S:26]([CH2:29][CH2:30][CH3:31])(=[O:28])=[O:27])[CH:20]=4)[CH2:15][CH2:14][N:13]3[CH2:32][C:33]([F:35])([F:34])[F:36])[CH2:11][CH2:10][CH2:9]2)=[CH:4][CH:3]=1, predict the reactants needed to synthesize it. The reactants are: [F:1][C:2]1[CH:7]=[CH:6][C:5]([C:8]2([CH:12]3[C:21]4[C:16](=[CH:17][CH:18]=[C:19]([O:22][CH2:23][CH2:24][NH:25][S:26]([CH2:29][CH2:30][CH3:31])(=[O:28])=[O:27])[CH:20]=4)[CH2:15][CH2:14][N:13]3[C:32](=O)[C:33]([F:36])([F:35])[F:34])[CH2:11][CH2:10][CH2:9]2)=[CH:4][CH:3]=1.B.[ClH:39].